Dataset: Reaction yield outcomes from USPTO patents with 853,638 reactions. Task: Predict the reaction yield, written as a fraction of the theoretical maximum amount of product (1.0 means a 100% yield; for example, 0.34 means a 34% yield). (1) The reactants are [CH:1]1([C:7]2[C:11]([CH2:12][CH2:13][CH2:14][OH:15])=[CH:10][N:9]([C:16]3[CH:21]=[CH:20][C:19]([C:22]([F:25])([F:24])[F:23])=[CH:18][N:17]=3)[N:8]=2)[CH2:6][CH2:5][CH2:4][CH2:3][CH2:2]1.[F:26][C:27]1[C:28](O)=[C:29]([CH2:33][C:34]([O:36]C)=[O:35])[CH:30]=[CH:31][CH:32]=1.C(P(CCCC)CCCC)CCC.N(C(N1CCCCC1)=O)=NC(N1CCCCC1)=O. The catalyst is O1CCCC1. The product is [CH:1]1([C:7]2[C:11]([CH2:12][CH2:13][CH2:14][O:15][C:28]3[C:27]([F:26])=[CH:32][CH:31]=[CH:30][C:29]=3[CH2:33][C:34]([OH:36])=[O:35])=[CH:10][N:9]([C:16]3[CH:21]=[CH:20][C:19]([C:22]([F:23])([F:24])[F:25])=[CH:18][N:17]=3)[N:8]=2)[CH2:6][CH2:5][CH2:4][CH2:3][CH2:2]1. The yield is 0.910. (2) The reactants are [CH2:1]([N:3]([CH2:11][C:12]1[CH:13]=[N:14][CH:15]=[C:16]([C:19]2[CH:20]=[C:21]3[C:25](=[CH:26][CH:27]=2)[N:24]([CH:28]2[CH2:33][CH2:32][CH2:31][CH2:30][O:29]2)[N:23]=[C:22]3[C:34]2[NH:35][C:36]([C:39]([NH:41][CH2:42]C3C=NC=CC=3)=[O:40])=[CH:37][N:38]=2)[C:17]=1[CH3:18])[C:4](=[O:10])[O:5][C:6]([CH3:9])([CH3:8])[CH3:7])[CH3:2].C(OC(N(CC1C(C)=C(C2C=C3C(=CC=2)N(C2CCCCO2)N=C3C2NC(C(O)=O)=CN=2)C=NC=1)CC)=O)(C)(C)C.CCN(CC)CC.[C:97]1([N:103]2[CH2:108]CN[CH2:105][CH2:104]2)[CH:102]=[CH:101][CH:100]=[CH:99][CH:98]=1.CN(C(ON1N=NC2C=CC=NC1=2)=[N+](C)C)C.F[P-](F)(F)(F)(F)F. The catalyst is C(Cl)Cl. The product is [CH2:1]([N:3]([CH2:11][C:12]1[CH:13]=[N:14][CH:15]=[C:16]([C:19]2[CH:20]=[C:21]3[C:25](=[CH:26][CH:27]=2)[N:24]([CH:28]2[CH2:33][CH2:32][CH2:31][CH2:30][O:29]2)[N:23]=[C:22]3[C:34]2[NH:35][C:36]([C:39]([N:41]3[CH2:105][CH2:104][N:103]([C:97]4[CH:102]=[CH:101][CH:100]=[CH:99][CH:98]=4)[CH2:108][CH2:42]3)=[O:40])=[CH:37][N:38]=2)[C:17]=1[CH3:18])[C:4](=[O:10])[O:5][C:6]([CH3:8])([CH3:7])[CH3:9])[CH3:2]. The yield is 0.320. (3) The reactants are [CH3:1][C:2]1[CH:6]=[C:5]([CH3:7])[NH:4][C:3]=1[C:8](=[C:12]1[C:20]2[C:15](=[CH:16][CH:17]=[CH:18][CH:19]=2)[NH:14][C:13]1=[O:21])[C:9](O)=[O:10].[CH2:22]([N:24]([CH2:28][CH3:29])[CH2:25][CH2:26][NH2:27])[CH3:23]. No catalyst specified. The product is [CH2:22]([N:24]([CH2:28][CH3:29])[CH2:25][CH2:26][NH:27][C:9](=[O:10])[C:8]([C:3]1[NH:4][C:5]([CH3:7])=[CH:6][C:2]=1[CH3:1])=[C:12]1[C:20]2[C:15](=[CH:16][CH:17]=[CH:18][CH:19]=2)[NH:14][C:13]1=[O:21])[CH3:23]. The yield is 0.460. (4) The reactants are C(O[C:5]1[CH:14]=[C:13]([CH2:15][NH:16][C:17]([C:19]2[C:24]3[O:25][C:26]4[C@@:27]([CH3:37])([C:28](=[O:36])[C:29]([C:33](=[O:35])[CH3:34])=C(O)[CH:31]=4)[C:23]=3[C:22]([OH:38])=[CH:21][C:20]=2[O:39][CH3:40])=[O:18])[C:12]2[C:7](=[CH:8][CH:9]=[CH:10][CH:11]=2)[CH:6]=1)(=O)C.[C:41](=[O:44])([O-])[O-].[K+].[K+].Cl.C[OH:49]. The catalyst is C(Cl)Cl. The product is [C:33]([C:29]1[C:28](=[O:36])[C@@:27]2([CH3:37])[C:23]3[C:22]([OH:38])=[CH:21][C:20]([O:39][CH3:40])=[C:19]([C:17]([NH:16][CH2:15][C:13]4[C:12]5[C:7](=[CH:8][CH:9]=[CH:10][CH:11]=5)[CH:6]=[CH:5][C:14]=4[OH:49])=[O:18])[C:24]=3[O:25][C:26]2=[CH:31][C:41]=1[OH:44])(=[O:35])[CH3:34]. The yield is 0.720. (5) The reactants are [Cl:1]N1C(=O)CCC1=O.[NH2:9][C:10]1[C:15]([F:16])=[C:14]([C:17]2[CH:22]=[CH:21][C:20]([Cl:23])=[C:19]([O:24][CH3:25])[C:18]=2[F:26])[N:13]=[C:12]([C:27]([O:29][CH2:30][C:31]2[CH:36]=[CH:35][CH:34]=[CH:33][CH:32]=2)=[O:28])[C:11]=1/[CH:37]=[CH:38]/[Si](C)(C)C. The catalyst is CN(C=O)C.O. The product is [NH2:9][C:10]1[C:15]([F:16])=[C:14]([C:17]2[CH:22]=[CH:21][C:20]([Cl:23])=[C:19]([O:24][CH3:25])[C:18]=2[F:26])[N:13]=[C:12]([C:27]([O:29][CH2:30][C:31]2[CH:36]=[CH:35][CH:34]=[CH:33][CH:32]=2)=[O:28])[C:11]=1/[CH:37]=[CH:38]/[Cl:1]. The yield is 0.220. (6) The reactants are [CH3:1][C:2]1[N:7]=[C:6]([C:8]2[CH:13]=[CH:12][CH:11]=[C:10]([C:14]3[CH:15]=[C:16]([S:20](Cl)(=[O:22])=[O:21])[CH:17]=[CH:18][CH:19]=3)[N:9]=2)[CH:5]=[C:4]([C:24]2[CH:29]=[CH:28][C:27]([C:30]([F:33])([F:32])[F:31])=[CH:26][CH:25]=2)[CH:3]=1.[NH:34]1[CH2:38][CH2:37][CH2:36][CH2:35]1. The catalyst is C1COCC1.CCOC(C)=O. The product is [CH3:1][C:2]1[N:7]=[C:6]([C:8]2[CH:13]=[CH:12][CH:11]=[C:10]([C:14]3[CH:19]=[CH:18][CH:17]=[C:16]([S:20]([N:34]4[CH2:38][CH2:37][CH2:36][CH2:35]4)(=[O:22])=[O:21])[CH:15]=3)[N:9]=2)[CH:5]=[C:4]([C:24]2[CH:29]=[CH:28][C:27]([C:30]([F:33])([F:32])[F:31])=[CH:26][CH:25]=2)[CH:3]=1. The yield is 0.710. (7) The reactants are [C:1]([O:5][C:6](=[O:24])[NH:7][CH:8]([C:18]1[CH:23]=[CH:22][CH:21]=[CH:20][CH:19]=1)[CH2:9][NH:10][C:11]1[CH:16]=[C:15](Cl)[N:14]=[CH:13][N:12]=1)([CH3:4])([CH3:3])[CH3:2].[F:25][C:26]1[CH:27]=[C:28](B(O)O)[CH:29]=[CH:30][C:31]=1[C:32]([F:35])([F:34])[F:33].[O-]P([O-])([O-])=O.[K+].[K+].[K+]. The catalyst is C1C=CC([P]([Pd]([P](C2C=CC=CC=2)(C2C=CC=CC=2)C2C=CC=CC=2)([P](C2C=CC=CC=2)(C2C=CC=CC=2)C2C=CC=CC=2)[P](C2C=CC=CC=2)(C2C=CC=CC=2)C2C=CC=CC=2)(C2C=CC=CC=2)C2C=CC=CC=2)=CC=1. The product is [C:1]([O:5][C:6](=[O:24])[NH:7][C@H:8]([C:18]1[CH:23]=[CH:22][CH:21]=[CH:20][CH:19]=1)[CH2:9][NH:10][C:11]1[CH:16]=[C:15]([C:28]2[CH:29]=[CH:30][C:31]([C:32]([F:34])([F:35])[F:33])=[C:26]([F:25])[CH:27]=2)[N:14]=[CH:13][N:12]=1)([CH3:4])([CH3:3])[CH3:2]. The yield is 0.590. (8) The reactants are CC(C)(C)C([O:5][C:6]1[CH:11]=[CH:10][C:9]([C:12]([C:31]2[CH:36]=[CH:35][C:34]([O:37]C(=O)C(C)(C)C)=[CH:33][CH:32]=2)=[C:13]([C:17]2[CH:22]=[CH:21][CH:20]=[C:19]([O:23][CH2:24][CH2:25][N:26]3[CH2:30][CH2:29][CH2:28][CH2:27]3)[CH:18]=2)[CH2:14][CH2:15][CH3:16])=[CH:8][CH:7]=1)=O.C1COCC1. The catalyst is CO. The product is [N:26]1([CH2:25][CH2:24][O:23][C:19]2[CH:18]=[C:17]([C:13]([CH2:14][CH2:15][CH3:16])=[C:12]([C:31]3[CH:32]=[CH:33][C:34]([OH:37])=[CH:35][CH:36]=3)[C:9]3[CH:10]=[CH:11][C:6]([OH:5])=[CH:7][CH:8]=3)[CH:22]=[CH:21][CH:20]=2)[CH2:30][CH2:29][CH2:28][CH2:27]1. The yield is 0.980.